From a dataset of Full USPTO retrosynthesis dataset with 1.9M reactions from patents (1976-2016). Predict the reactants needed to synthesize the given product. (1) Given the product [C:39]([O:38][C:36](=[O:37])[CH2:35][N:12]([S:9]([C:4]1[CH:3]=[C:2]([Cl:1])[CH:7]=[C:6]([Cl:8])[CH:5]=1)(=[O:10])=[O:11])[C:13]1[CH:14]=[C:15]2[C:19](=[CH:20][CH:21]=1)[N:18]([C:22]1[N:23]=[CH:24][CH:25]=[CH:26][N:27]=1)[CH2:17][CH2:16]2)([CH3:42])([CH3:41])[CH3:40], predict the reactants needed to synthesize it. The reactants are: [Cl:1][C:2]1[CH:3]=[C:4]([S:9]([NH:12][C:13]2[CH:14]=[C:15]3[C:19](=[CH:20][CH:21]=2)[N:18]([C:22]2[N:27]=[CH:26][CH:25]=[CH:24][N:23]=2)[CH2:17][CH2:16]3)(=[O:11])=[O:10])[CH:5]=[C:6]([Cl:8])[CH:7]=1.C(=O)([O-])[O-].[K+].[K+].Br[CH2:35][C:36]([O:38][C:39]([CH3:42])([CH3:41])[CH3:40])=[O:37]. (2) Given the product [N:34]1[CH:33]=[C:32]([C:2]2[CH:11]=[CH:10][CH:9]=[C:8]3[C:3]=2[CH2:4][CH2:5][N:6]([C:16]([O:18][C:19]([CH3:22])([CH3:21])[CH3:20])=[O:17])[CH:7]3[C:12]([O:14][CH3:15])=[O:13])[CH:37]=[N:36][CH:35]=1, predict the reactants needed to synthesize it. The reactants are: Br[C:2]1[CH:11]=[CH:10][CH:9]=[C:8]2[C:3]=1[CH2:4][CH2:5][N:6]([C:16]([O:18][C:19]([CH3:22])([CH3:21])[CH3:20])=[O:17])[CH:7]2[C:12]([O:14][CH3:15])=[O:13].B1([C:32]2[CH:37]=[N:36][CH:35]=[N:34][CH:33]=2)OC(C)(C)C(C)(C)O1.P([O-])([O-])([O-])=O.[K+].[K+].[K+].CS(C)=O. (3) Given the product [O:81]=[C:80]1[CH2:82][CH2:83][C:84](=[O:85])[N:79]1[O:11][C:10](=[O:12])[CH2:9][CH2:8][C@H:7]([NH:13][C:14](=[O:64])[CH2:15][CH2:16][C@@H:17]([C:57]([O:59][C:60]([CH3:63])([CH3:62])[CH3:61])=[O:58])[NH:18][C:19](=[O:56])[CH2:20][CH2:21][C@@H:22]([C:49]([O:51][C:52]([CH3:53])([CH3:55])[CH3:54])=[O:50])[NH:23][C:24](=[O:48])[CH2:25][CH2:26][CH2:27][CH2:28][CH2:29][CH2:30][CH2:31][CH2:32][CH2:33][CH2:34][CH2:35][CH2:36][CH2:37][CH2:38][CH2:39][CH2:40][C:41]([O:43][C:44]([CH3:45])([CH3:46])[CH3:47])=[O:42])[C:6]([O:5][C:1]([CH3:2])([CH3:3])[CH3:4])=[O:65], predict the reactants needed to synthesize it. The reactants are: [C:1]([O:5][C:6](=[O:65])[C@@H:7]([NH:13][C:14](=[O:64])[CH2:15][CH2:16][C@@H:17]([C:57]([O:59][C:60]([CH3:63])([CH3:62])[CH3:61])=[O:58])[NH:18][C:19](=[O:56])[CH2:20][CH2:21][C@@H:22]([C:49]([O:51][C:52]([CH3:55])([CH3:54])[CH3:53])=[O:50])[NH:23][C:24](=[O:48])[CH2:25][CH2:26][CH2:27][CH2:28][CH2:29][CH2:30][CH2:31][CH2:32][CH2:33][CH2:34][CH2:35][CH2:36][CH2:37][CH2:38][CH2:39][CH2:40][C:41]([O:43][C:44]([CH3:47])([CH3:46])[CH3:45])=[O:42])[CH2:8][CH2:9][C:10]([OH:12])=[O:11])([CH3:4])([CH3:3])[CH3:2].[B-](F)(F)(F)F.CN(C(O[N:79]1[C:84](=[O:85])[CH2:83][CH2:82][C:80]1=[O:81])=[N+](C)C)C. (4) Given the product [CH3:15][O:14][C:12]([C:10]1[S:11][C:7]([CH:2]2[CH2:3][CH2:4][CH2:5][CH2:6][N:1]2[C:23]([O:25][CH2:26][C:27]2[CH:32]=[CH:31][CH:30]=[CH:29][CH:28]=2)=[O:24])=[CH:8][CH:9]=1)=[O:13], predict the reactants needed to synthesize it. The reactants are: [NH:1]1[CH2:6][CH2:5][CH2:4][CH2:3][CH:2]1[C:7]1[S:11][C:10]([C:12]([O:14][CH3:15])=[O:13])=[CH:9][CH:8]=1.C(=O)([O-])[O-].[K+].[K+].Cl[C:23]([O:25][CH2:26][C:27]1[CH:32]=[CH:31][CH:30]=[CH:29][CH:28]=1)=[O:24].N1CCNCC1. (5) The reactants are: [F:1][C:2]1[CH:10]=[CH:9][C:8]([CH2:11][C:12]2[C:21]3[C:16](=[CH:17][CH:18]=[CH:19][CH:20]=3)[C:15](=[O:22])[NH:14][N:13]=2)=[CH:7][C:3]=1[C:4]([OH:6])=O.F[P-](F)(F)(F)(F)F.N1(OC(N(C)C)=[N+](C)C)C2C=CC=CC=2N=N1.[F:47][C:48]([F:61])([F:60])[C:49]1[N:53]2[CH2:54][CH2:55][NH:56][CH2:57][C:52]2=[C:51]([C:58]#[N:59])[N:50]=1.C(N(CC)C(C)C)(C)C. Given the product [F:1][C:2]1[CH:10]=[CH:9][C:8]([CH2:11][C:12]2[C:21]3[C:16](=[CH:17][CH:18]=[CH:19][CH:20]=3)[C:15](=[O:22])[NH:14][N:13]=2)=[CH:7][C:3]=1[C:4]([N:56]1[CH2:55][CH2:54][N:53]2[C:49]([C:48]([F:61])([F:47])[F:60])=[N:50][C:51]([C:58]#[N:59])=[C:52]2[CH2:57]1)=[O:6], predict the reactants needed to synthesize it. (6) Given the product [NH2:30][C:25]1[CH:26]=[CH:27][CH:28]=[CH:29][C:24]=1[NH:23][C:21](=[O:22])[C:20]1[CH:38]=[CH:39][C:17]([C:4]2[C:3]([C:1]#[N:2])=[CH:8][C:7]([CH2:9][O:10][CH2:11][CH2:12][NH:13][CH:14]([CH3:15])[CH3:16])=[CH:6][N:5]=2)=[CH:18][CH:19]=1, predict the reactants needed to synthesize it. The reactants are: [C:1]([C:3]1[C:4]([C:17]2[CH:39]=[CH:38][C:20]([C:21]([NH:23][C:24]3[CH:29]=[CH:28][CH:27]=[CH:26][C:25]=3[NH:30]C(=O)OC(C)(C)C)=[O:22])=[CH:19][CH:18]=2)=[N:5][CH:6]=[C:7]([CH2:9][O:10][CH2:11][CH2:12][NH:13][CH:14]([CH3:16])[CH3:15])[CH:8]=1)#[N:2].Cl. (7) Given the product [F:7][CH:8]([F:19])[C:9]1[CH:10]=[CH:11][C:12]([CH2:13][OH:14])=[CH:17][CH:18]=1, predict the reactants needed to synthesize it. The reactants are: [H-].[Al+3].[Li+].[H-].[H-].[H-].[F:7][CH:8]([F:19])[C:9]1[CH:18]=[CH:17][C:12]([C:13](OC)=[O:14])=[CH:11][CH:10]=1.O.[OH-].[Na+]. (8) Given the product [CH3:18][C:19]1[CH2:24][CH2:23][CH2:22][C:21]([CH3:25])([CH3:26])[C:20]=1/[CH:27]=[CH:28]/[C:29](/[CH3:38])=[CH:30]/[CH:31]=[CH:32]/[C:33](/[CH3:37])=[CH:34]/[CH2:35][OH:36], predict the reactants needed to synthesize it. The reactants are: C(OCCOC(=O)C(C)=C)(=O)C(C)=C.C(O)C.[CH3:18][C:19]1[CH2:24][CH2:23][CH2:22][C:21]([CH3:26])([CH3:25])[C:20]=1/[CH:27]=[CH:28]/[C:29](/[CH3:38])=[CH:30]/[CH:31]=[CH:32]/[C:33](/[CH3:37])=[CH:34]/[CH:35]=[O:36]. (9) Given the product [CH3:1][C@H:2]1[NH:3][CH2:4][CH2:5][N:6]([C:9]2[N:14]=[CH:13][CH:12]=[CH:11][N:10]=2)[CH2:7]1, predict the reactants needed to synthesize it. The reactants are: [CH3:1][C@@H:2]1[CH2:7][NH:6][CH2:5][CH2:4][NH:3]1.Br[C:9]1[N:14]=[CH:13][CH:12]=[CH:11][N:10]=1. (10) Given the product [C:42]1([CH3:52])[CH:43]=[CH:44][C:45]([S:48]([OH:51])(=[O:49])=[O:50])=[CH:46][CH:47]=1.[CH:1]1([C:4]([NH:6][C:7]2[N:8]=[C:9]3[CH:14]=[CH:13][C:12]([O:15][C:16]4[CH:21]=[CH:20][C:19]([NH:22][C:23]([C:25]5[C:26](=[O:38])[N:27]([C:32]6[CH:33]=[CH:34][CH:35]=[CH:36][CH:37]=6)[C:28]([CH3:31])=[CH:29][CH:30]=5)=[O:24])=[CH:18][C:17]=4[F:39])=[CH:11][N:10]3[CH:40]=2)=[O:5])[CH2:3][CH2:2]1, predict the reactants needed to synthesize it. The reactants are: [CH:1]1([C:4]([NH:6][C:7]2[N:8]=[C:9]3[CH:14]=[CH:13][C:12]([O:15][C:16]4[CH:21]=[CH:20][C:19]([NH:22][C:23]([C:25]5[C:26](=[O:38])[N:27]([C:32]6[CH:37]=[CH:36][CH:35]=[CH:34][CH:33]=6)[C:28]([CH3:31])=[CH:29][CH:30]=5)=[O:24])=[CH:18][C:17]=4[F:39])=[CH:11][N:10]3[CH:40]=2)=[O:5])[CH2:3][CH2:2]1.O.[C:42]1([CH3:52])[CH:47]=[CH:46][C:45]([S:48]([OH:51])(=[O:50])=[O:49])=[CH:44][CH:43]=1.